Task: Predict the product of the given reaction.. Dataset: Forward reaction prediction with 1.9M reactions from USPTO patents (1976-2016) Given the reactants [NH:1]1[C:9]2[C:4](=[CH:5][CH:6]=[CH:7][CH:8]=2)[C:3]([C:10]2[CH2:11][CH2:12][N:13]([CH2:16][CH2:17][CH2:18][N:19]3[C:24](=[O:25])[C:23]4[CH:26]=[CH:27][CH:28]=[CH:29][C:22]=4[N:21]=[N:20]3)[CH2:14][CH:15]=2)=[CH:2]1.I[CH3:31], predict the reaction product. The product is: [CH3:31][N:1]1[C:9]2[C:4](=[CH:5][CH:6]=[CH:7][CH:8]=2)[C:3]([C:10]2[CH2:15][CH2:14][N:13]([CH2:16][CH2:17][CH2:18][N:19]3[C:24](=[O:25])[C:23]4[CH:26]=[CH:27][CH:28]=[CH:29][C:22]=4[N:21]=[N:20]3)[CH2:12][CH:11]=2)=[CH:2]1.